This data is from Catalyst prediction with 721,799 reactions and 888 catalyst types from USPTO. The task is: Predict which catalyst facilitates the given reaction. (1) Reactant: [N+:1]([C:4]1[CH:5]=[C:6]([C:10]2[CH:15]=[CH:14][N:13]=[CH:12][CH:11]=2)[CH:7]=[CH:8][CH:9]=1)([O-:3])=[O:2].[CH3:16][O:17][S:18]([O:21]C)(=[O:20])=[O:19]. Product: [CH3:16][O:17][S:18]([O-:21])(=[O:20])=[O:19].[CH3:16][N+:13]1[CH:14]=[CH:15][C:10]([C:6]2[CH:7]=[CH:8][CH:9]=[C:4]([N+:1]([O-:3])=[O:2])[CH:5]=2)=[CH:11][CH:12]=1. The catalyst class is: 27. (2) The catalyst class is: 38. Product: [CH3:26][O:25][C:22]1[N:21]=[CH:20][C:19]([N:10]2[C:11]([C:13]3[CH:18]=[N:17][CH:16]=[CH:15][N:14]=3)=[N:12][C:8]([C:6]([OH:7])=[O:5])=[N:9]2)=[CH:24][CH:23]=1. Reactant: O.[OH-].[Li+].C[O:5][C:6]([C:8]1[N:12]=[C:11]([C:13]2[CH:18]=[N:17][CH:16]=[CH:15][N:14]=2)[N:10]([C:19]2[CH:20]=[N:21][C:22]([O:25][CH3:26])=[CH:23][CH:24]=2)[N:9]=1)=[O:7].Cl. (3) Reactant: [NH2:1][C:2]1[C:11]([CH3:12])=[CH:10][C:9]([Br:13])=[CH:8][C:3]=1[C:4]([O:6][CH3:7])=[O:5].C(O)[C:15]1[CH:20]=[CH:19][CH:18]=[CH:17][CH:16]=1.C[O-].[Na+].O. Product: [NH2:1][C:2]1[C:11]([CH3:12])=[CH:10][C:9]([Br:13])=[CH:8][C:3]=1[C:4]([O:6][CH2:7][C:15]1[CH:20]=[CH:19][CH:18]=[CH:17][CH:16]=1)=[O:5]. The catalyst class is: 113. (4) Reactant: [C:1]([N:4]1[CH2:9][CH2:8][N:7]([CH2:10][CH2:11][O:12][C:13]2[CH:22]=[C:21]3[C:16]([C:17](Cl)=[N:18][CH:19]=[N:20]3)=[CH:15][C:14]=2[O:24][CH3:25])[CH2:6][CH2:5]1)(=[O:3])[CH3:2].[OH:26][C:27]1[CH:28]=[C:29]2[C:33](=[N:34][CH:35]=1)[NH:32][CH:31]=[CH:30]2.C(=O)([O-])[O-].[K+].[K+]. Product: [C:1]([N:4]1[CH2:9][CH2:8][N:7]([CH2:10][CH2:11][O:12][C:13]2[CH:22]=[C:21]3[C:16]([C:17]([O:26][C:27]4[CH:28]=[C:29]5[C:33](=[N:34][CH:35]=4)[NH:32][CH:31]=[CH:30]5)=[N:18][CH:19]=[N:20]3)=[CH:15][C:14]=2[O:24][CH3:25])[CH2:6][CH2:5]1)(=[O:3])[CH3:2]. The catalyst class is: 44.